Dataset: Reaction yield outcomes from USPTO patents with 853,638 reactions. Task: Predict the reaction yield, written as a fraction of the theoretical maximum amount of product (1.0 means a 100% yield; for example, 0.34 means a 34% yield). (1) The reactants are [Cl:1][C:2]1[CH:3]=[CH:4][CH:5]=[C:6]2[C:10]=1[N:9]([CH3:11])[CH:8]=[C:7]2[CH2:12][N:13]([CH3:30])[C:14](=[O:29])/[CH:15]=[CH:16]/[C:17]1[CH:18]=[N:19][C:20]([NH:23][CH2:24][C:25]([O:27]C)=[O:26])=[CH:21][CH:22]=1.COC(CNC1N=CC(/C=C/C(N(C)CC2C3C(=CC=CC=3)NC=2C)=O)=CC=1)=O. No catalyst specified. The product is [C:25]([CH2:24][NH:23][C:20]1[N:19]=[CH:18][C:17](/[CH:16]=[CH:15]/[C:14]([N:13]([CH2:12][C:7]2[C:6]3[C:10](=[C:2]([Cl:1])[CH:3]=[CH:4][CH:5]=3)[N:9]([CH3:11])[CH:8]=2)[CH3:30])=[O:29])=[CH:22][CH:21]=1)([OH:27])=[O:26]. The yield is 1.00. (2) The reactants are C1(N)C(F)=C(F)C(F)=C(N)C=1F.Cl.Cl.[NH2:15][CH:16]1[CH2:21][CH2:20][N:19]([CH2:22][CH:23]2[C:33]3=[C:34]4[C:29](=[CH:30][CH:31]=[CH:32]3)[CH:28]=[CH:27][C:26](=[O:35])[N:25]4[CH2:24]2)[CH2:18][CH2:17]1.[Cl:36][C:37]1[C:46]([CH:47]=O)=[N:45][C:44]2[NH:43][C:42](=[O:49])[CH2:41][O:40][C:39]=2[CH:38]=1. No catalyst specified. The product is [ClH:36].[Cl:36][C:37]1[C:46]([CH2:47][NH:15][CH:16]2[CH2:21][CH2:20][N:19]([CH2:22][CH:23]3[C:33]4=[C:34]5[C:29](=[CH:30][CH:31]=[CH:32]4)[CH:28]=[CH:27][C:26](=[O:35])[N:25]5[CH2:24]3)[CH2:18][CH2:17]2)=[N:45][C:44]2[NH:43][C:42](=[O:49])[CH2:41][O:40][C:39]=2[CH:38]=1. The yield is 0.960. (3) The reactants are [N:1]1([CH:7]2[CH2:12][CH2:11][N:10]([C:13](=[O:54])[C@H:14]([NH:34][C:35]([N:37]3[CH2:42][CH2:41][CH:40]([N:43]4[CH2:52][C:51]5[C:46](=[CH:47][CH:48]=[CH:49][CH:50]=5)[NH:45][C:44]4=[O:53])[CH2:39][CH2:38]3)=[O:36])[CH2:15][C:16]3[CH:17]=[C:18]4[C:22](=[CH:23][CH:24]=3)[N:21](S(CC[Si](C)(C)C)(=O)=O)[N:20]=[CH:19]4)[CH2:9][CH2:8]2)[CH2:6][CH2:5][CH2:4][CH2:3][CH2:2]1.[F-].[Cs+]. The catalyst is C(#N)C. The product is [N:1]1([CH:7]2[CH2:8][CH2:9][N:10]([C:13](=[O:54])[C@H:14]([NH:34][C:35]([N:37]3[CH2:38][CH2:39][CH:40]([N:43]4[CH2:52][C:51]5[C:46](=[CH:47][CH:48]=[CH:49][CH:50]=5)[NH:45][C:44]4=[O:53])[CH2:41][CH2:42]3)=[O:36])[CH2:15][C:16]3[CH:17]=[C:18]4[C:22](=[CH:23][CH:24]=3)[NH:21][N:20]=[CH:19]4)[CH2:11][CH2:12]2)[CH2:2][CH2:3][CH2:4][CH2:5][CH2:6]1. The yield is 0.630. (4) The reactants are [Cl:1][C:2]1[C:3]([S:24]([N:27]([CH2:37][C:38]2[CH:43]=[CH:42][C:41]([O:44][CH3:45])=[CH:40][CH:39]=2)[CH2:28][C:29]2[CH:34]=[CH:33][C:32]([O:35][CH3:36])=[CH:31][CH:30]=2)(=[O:26])=[O:25])=[N:4][CH:5]=[C:6]([C:9]([N:11]2[CH2:16][CH2:15][CH:14]([C:17]3[CH:22]=[CH:21][C:20]([F:23])=[CH:19][CH:18]=3)[CH2:13][CH2:12]2)=[O:10])[C:7]=1Cl.[NH2:46][C:47]1[CH:48]=[C:49]([C:54](=[O:56])[CH3:55])[CH:50]=[CH:51][C:52]=1[CH3:53]. No catalyst specified. The product is [C:54]([C:49]1[CH:50]=[CH:51][C:52]([CH3:53])=[C:47]([NH:46][C:7]2[C:6]([C:9]([N:11]3[CH2:12][CH2:13][CH:14]([C:17]4[CH:22]=[CH:21][C:20]([F:23])=[CH:19][CH:18]=4)[CH2:15][CH2:16]3)=[O:10])=[CH:5][N:4]=[C:3]([S:24]([N:27]([CH2:37][C:38]3[CH:43]=[CH:42][C:41]([O:44][CH3:45])=[CH:40][CH:39]=3)[CH2:28][C:29]3[CH:34]=[CH:33][C:32]([O:35][CH3:36])=[CH:31][CH:30]=3)(=[O:25])=[O:26])[C:2]=2[Cl:1])[CH:48]=1)(=[O:56])[CH3:55]. The yield is 0.840. (5) The reactants are [CH2:1]([NH:4][C:5]1[S:6][C:7]2[CH:13]=[C:12]([O:14][C:15]([F:18])([F:17])[F:16])[CH:11]=[CH:10][C:8]=2[N:9]=1)[C:2]#[CH:3].C([O-])([O-])=O.[K+].[K+].[CH2:25](Br)[C:26]#[CH:27]. The catalyst is C(#N)C. The product is [CH2:1]([N:4]([CH2:27][C:26]#[CH:25])[C:5]1[S:6][C:7]2[CH:13]=[C:12]([O:14][C:15]([F:18])([F:17])[F:16])[CH:11]=[CH:10][C:8]=2[N:9]=1)[C:2]#[CH:3]. The yield is 0.360. (6) The reactants are [Br:1][C:2]1[CH:9]=[C:8](F)[CH:7]=[CH:6][C:3]=1[C:4]#[N:5].COC1C=C(C=C(OC)C=1OC)C[NH2:17].FC(F)(F)C(O)=O. The catalyst is C(Cl)Cl. The product is [NH2:17][C:8]1[CH:7]=[CH:6][C:3]([C:4]#[N:5])=[C:2]([Br:1])[CH:9]=1. The yield is 0.490. (7) The reactants are [C:9](O[C:9]([O:11][C:12]([CH3:15])([CH3:14])[CH3:13])=[O:10])([O:11][C:12]([CH3:15])([CH3:14])[CH3:13])=[O:10].[CH3:16][C:17]([NH2:37])([CH3:36])[CH2:18][C:19]1[C:27]2[C:22](=[C:23]([O:28][CH2:29][C:30]3[CH:35]=[CH:34][CH:33]=[CH:32][CH:31]=3)[CH:24]=[CH:25][CH:26]=2)[NH:21][CH:20]=1.C(N(CC)CC)C.C(Cl)Cl. The catalyst is O. The product is [C:12]([O:11][C:9](=[O:10])[NH:37][C:17]([CH3:36])([CH3:16])[CH2:18][C:19]1[C:27]2[C:22](=[C:23]([O:28][CH2:29][C:30]3[CH:35]=[CH:34][CH:33]=[CH:32][CH:31]=3)[CH:24]=[CH:25][CH:26]=2)[NH:21][CH:20]=1)([CH3:13])([CH3:14])[CH3:15]. The yield is 0.700. (8) The reactants are [Cl:1][C:2]1[C:3]([C:16]2[C:24]3[C:19](=[CH:20][CH:21]=[CH:22][CH:23]=3)[N:18]([S:25]([C:28]3[CH:33]=[CH:32][CH:31]=[CH:30][CH:29]=3)(=[O:27])=[O:26])[CH:17]=2)=[N:4][C:5]([NH:8][C@@H:9]2[CH2:14][CH2:13][CH2:12][C@H:11]([NH2:15])[CH2:10]2)=[N:6][CH:7]=1.Cl.[F:35][C:36]1[CH:44]=[C:43]([N+:45]([O-:47])=[O:46])[CH:42]=[CH:41][C:37]=1[C:38](O)=[O:39].CN(C(ON1N=NC2C=CC=CC1=2)=[N+](C)C)C.F[P-](F)(F)(F)(F)F.CCN(C(C)C)C(C)C. The catalyst is C(Cl)Cl.CCOC(C)=O.C([O-])(O)=O.[Na+]. The product is [Cl:1][C:2]1[C:3]([C:16]2[C:24]3[C:19](=[CH:20][CH:21]=[CH:22][CH:23]=3)[N:18]([S:25]([C:28]3[CH:33]=[CH:32][CH:31]=[CH:30][CH:29]=3)(=[O:27])=[O:26])[CH:17]=2)=[N:4][C:5]([NH:8][C@@H:9]2[CH2:14][CH2:13][CH2:12][C@H:11]([NH:15][C:38](=[O:39])[C:37]3[CH:41]=[CH:42][C:43]([N+:45]([O-:47])=[O:46])=[CH:44][C:36]=3[F:35])[CH2:10]2)=[N:6][CH:7]=1. The yield is 0.930. (9) The reactants are [F:1][C:2]1[CH:7]=[CH:6][C:5]([OH:8])=[CH:4][CH:3]=1.F[C:10]1[CH:15]=[CH:14][CH:13]=[CH:12][C:11]=1[N+:16]([O-:18])=[O:17].[F:19][C:20]1[CH:33]=[CH:32][C:23]([O:24][C:25]2[CH:31]=[CH:30][CH:29]=[CH:28][C:26]=2[NH2:27])=[CH:22][CH:21]=1.[NH2:34][C:35]1[S:36][CH:37]=[CH:38][N:39]=1. No catalyst specified. The product is [F:1][C:2]1[CH:7]=[CH:6][C:5]([O:8][C:10]2[CH:15]=[CH:14][CH:13]=[CH:12][C:11]=2[N+:16]([O-:18])=[O:17])=[CH:4][CH:3]=1.[F:19][C:20]1[CH:33]=[CH:32][C:23]([O:24][C:25]2[CH:31]=[CH:30][CH:29]=[CH:28][C:26]=2[NH:27][C:5]([NH:34][C:35]2[S:36][CH:37]=[CH:38][N:39]=2)=[O:8])=[CH:22][CH:21]=1. The yield is 0.750.